Dataset: Catalyst prediction with 721,799 reactions and 888 catalyst types from USPTO. Task: Predict which catalyst facilitates the given reaction. (1) Reactant: [Br:1][C:2]1[NH:3][CH:4]=[C:5]([C:7]([OH:9])=O)[N:6]=1.[NH2:10][C@@H:11]([CH3:27])[CH2:12][N:13]1[CH:17]=[CH:16][C:15]([C:18]2[CH:25]=[CH:24][C:21]([C:22]#[N:23])=[C:20]([Cl:26])[CH:19]=2)=[N:14]1.CN(C=O)C.C(Cl)Cl. Product: [Br:1][C:2]1[NH:3][CH:4]=[C:5]([C:7]([NH:10][C@@H:11]([CH3:27])[CH2:12][N:13]2[CH:17]=[CH:16][C:15]([C:18]3[CH:25]=[CH:24][C:21]([C:22]#[N:23])=[C:20]([Cl:26])[CH:19]=3)=[N:14]2)=[O:9])[N:6]=1. The catalyst class is: 6. (2) Reactant: FC(F)(F)C(O)=O.C(O[C:13]([N:15](C)[C:16]1[CH:17]=[CH:18][C:19]2[N:20]([C:22]([C:25]([C:27]3[CH:28]=[CH:29][C:30]([N+:37]([O-:39])=[O:38])=[C:31]([CH:36]=3)[C:32]([O:34][CH3:35])=[O:33])=[O:26])=[N:23][CH:24]=2)[CH:21]=1)=O)(C)(C)C. Product: [CH3:13][NH:15][C:16]1[CH:17]=[CH:18][C:19]2[N:20]([C:22]([C:25]([C:27]3[CH:28]=[CH:29][C:30]([N+:37]([O-:39])=[O:38])=[C:31]([CH:36]=3)[C:32]([O:34][CH3:35])=[O:33])=[O:26])=[N:23][CH:24]=2)[CH:21]=1. The catalyst class is: 4.